Dataset: Reaction yield outcomes from USPTO patents with 853,638 reactions. Task: Predict the reaction yield, written as a fraction of the theoretical maximum amount of product (1.0 means a 100% yield; for example, 0.34 means a 34% yield). (1) The reactants are [Cl:1][C:2]1[C:6]([CH3:7])=[N:5][N:4]([CH3:8])[C:3]=1[C:9](Cl)=[O:10].OC=[C:14]1[C:22]2[C:17](=[CH:18][C:19]([C:23]([C:25]3[CH:26]=[C:27]([NH:31]C(=O)C)[CH:28]=[CH:29][CH:30]=3)=[O:24])=[CH:20][CH:21]=2)[NH:16][C:15]1=[O:35]. The catalyst is C1COCC1. The product is [O:35]=[C:15]1[CH2:14][C:22]2[C:17](=[CH:18][C:19]([C:23]([C:25]3[CH:26]=[C:27]([NH:31][C:9]([C:3]4[N:4]([CH3:8])[N:5]=[C:6]([CH3:7])[C:2]=4[Cl:1])=[O:10])[CH:28]=[CH:29][CH:30]=3)=[O:24])=[CH:20][CH:21]=2)[NH:16]1. The yield is 0.580. (2) The reactants are [CH3:1][CH:2]([N:6]1[C:14]2[C:9](=[CH:10][C:11]([OH:15])=[CH:12][CH:13]=2)[CH:8]=[CH:7]1)[CH2:3][CH2:4][CH3:5].[CH:16]([N:19]=[C:20]=[O:21])([CH3:18])[CH3:17].C(N(CC)CC)C. The catalyst is ClCCl. The product is [CH:16]([NH:19][C:20](=[O:21])[O:15][C:11]1[CH:10]=[C:9]2[C:14](=[CH:13][CH:12]=1)[N:6]([CH:2]([CH2:3][CH2:4][CH3:5])[CH3:1])[CH:7]=[CH:8]2)([CH3:18])[CH3:17]. The yield is 0.980.